Dataset: Aqueous solubility values for 9,982 compounds from the AqSolDB database. Task: Regression/Classification. Given a drug SMILES string, predict its absorption, distribution, metabolism, or excretion properties. Task type varies by dataset: regression for continuous measurements (e.g., permeability, clearance, half-life) or binary classification for categorical outcomes (e.g., BBB penetration, CYP inhibition). For this dataset (solubility_aqsoldb), we predict Y. (1) The Y is 0.593 log mol/L. The drug is C[N+](C)=CCC(O)CC(N)=O.[Cl-]. (2) The drug is Cc1cc(C(C)(C)C)c(O)c(C)c1CC#N. The Y is -4.26 log mol/L. (3) The compound is COc1ccc2c(c1OC)C(=O)OC2C1c2c(cc3c(c2OC)OCO3)CCN1C. The Y is -3.14 log mol/L. (4) The molecule is CC(C)(C)NC(=O)C1N(C(=O)C(O)C(Cc2ccccc2)NC(=O)c2ccc([N+](=O)[O-])cc2)CSC1(C)C. The Y is -3.98 log mol/L. (5) The compound is O=C(NCCO)C(=O)NCCO. The Y is -0.112 log mol/L.